Dataset: Forward reaction prediction with 1.9M reactions from USPTO patents (1976-2016). Task: Predict the product of the given reaction. Given the reactants F[B-](F)(F)F.[F:6][C:7]([F:22])([F:21])[S+:8]1[C:12]2[CH:13]=[CH:14][CH:15]=[CH:16][C:11]=2[C:10]2[CH:17]=[CH:18][CH:19]=[CH:20][C:9]1=2.[S:23]([C:27]([C:30]([C:33]([C:36]([F:39])([F:38])[F:37])([F:35])[F:34])([F:32])[F:31])([F:29])[F:28])([O-:26])(=[O:25])=[O:24].[K+], predict the reaction product. The product is: [F:39][C:36]([F:37])([F:38])[C:33]([F:34])([F:35])[C:30]([F:31])([F:32])[C:27]([F:28])([F:29])[S:23]([O-:26])(=[O:25])=[O:24].[F:21][C:7]([F:6])([F:22])[S+:8]1[C:12]2[CH:13]=[CH:14][CH:15]=[CH:16][C:11]=2[C:10]2[CH:17]=[CH:18][CH:19]=[CH:20][C:9]1=2.